Predict the reaction yield, written as a fraction of the theoretical maximum amount of product (1.0 means a 100% yield; for example, 0.34 means a 34% yield). From a dataset of Reaction yield outcomes from USPTO patents with 853,638 reactions. (1) The reactants are C(O[C:6]([N:8]1[CH2:13][CH2:12][CH:11]([CH2:14][CH2:15][N:16]2[C:24]([O:25][CH3:26])=[N:23][C:22]3[C:17]2=[N:18][C:19]([O:28][CH2:29][CH2:30][O:31][CH3:32])=[N:20][C:21]=3[NH2:27])[CH2:10][CH2:9]1)=O)(C)(C)C.FC(F)(F)C(O)=O.ClC[C:42]1[CH:49]=[CH:48][C:45]([CH2:46][OH:47])=[CH:44][CH:43]=1.C(=O)([O-])[O-].[K+].[K+]. The catalyst is CN(C=O)C. The product is [NH2:27][C:21]1[N:20]=[C:19]([O:28][CH2:29][CH2:30][O:31][CH3:32])[N:18]=[C:17]2[C:22]=1[N:23]=[C:24]([O:25][CH3:26])[N:16]2[CH2:15][CH2:14][CH:11]1[CH2:10][CH2:9][N:8]([CH2:6][C:42]2[CH:49]=[CH:48][C:45]([CH2:46][OH:47])=[CH:44][CH:43]=2)[CH2:13][CH2:12]1. The yield is 0.600. (2) The catalyst is [OH-].[Na+]. The product is [CH2:1]([N:8]1[C:16]([C:17]2[CH:18]=[CH:19][C:20]([C:21]([OH:23])=[O:22])=[CH:26][CH:27]=2)=[C:15]2[C:10]([CH:11]=[CH:12][CH:13]=[CH:14]2)=[N:9]1)[C:2]1[CH:3]=[CH:4][CH:5]=[CH:6][CH:7]=1. The yield is 0.908. The reactants are [CH2:1]([N:8]1[C:16]([C:17]2[CH:27]=[CH:26][C:20]([C:21]([O:23]CC)=[O:22])=[CH:19][CH:18]=2)=[C:15]2[C:10]([CH:11]=[CH:12][CH:13]=[CH:14]2)=[N:9]1)[C:2]1[CH:7]=[CH:6][CH:5]=[CH:4][CH:3]=1.Cl. (3) No catalyst specified. The product is [OH:6][C:7]1[CH:8]=[CH:9][C:10]([CH2:13][CH2:14][CH2:15][C:16]([O:18][CH3:20])=[O:17])=[CH:11][CH:12]=1. The reactants are OS(O)(=O)=O.[OH:6][C:7]1[CH:12]=[CH:11][C:10]([CH2:13][CH2:14][CH2:15][C:16]([OH:18])=[O:17])=[CH:9][CH:8]=1.O.[CH3:20]O. The yield is 0.850. (4) The reactants are [F:1][C:2]1[CH:3]=[C:4]([CH:17]=[CH:18][CH:19]=1)[CH:5]=[C:6]1[CH2:10][N:9]([C:11]([OH:13])=[O:12])[CH:8]([C:14]([OH:16])=[O:15])[CH2:7]1.O.[OH-].[Li+]. The catalyst is O1CCCC1.O. The product is [C:4]([O:12][C:11]([N:9]1[CH2:10][C:6](=[CH:5][C:4]2[CH:17]=[CH:18][CH:19]=[C:2]([F:1])[CH:3]=2)[CH2:7][CH:8]1[C:14]([OH:16])=[O:15])=[O:13])([CH3:17])([CH3:5])[CH3:3]. The yield is 0.770.